From a dataset of Full USPTO retrosynthesis dataset with 1.9M reactions from patents (1976-2016). Predict the reactants needed to synthesize the given product. (1) Given the product [C:14]1([S:11]([N:8]2[C:4]3=[N:5][CH:6]=[CH:7][C:2]([B:25]4[O:29][C:28]([CH3:31])([CH3:30])[C:27]([CH3:33])([CH3:32])[O:26]4)=[C:3]3[CH:10]=[CH:9]2)(=[O:13])=[O:12])[CH:19]=[CH:18][CH:17]=[CH:16][CH:15]=1, predict the reactants needed to synthesize it. The reactants are: Br[C:2]1[CH:7]=[CH:6][N:5]=[C:4]2[N:8]([S:11]([C:14]3[CH:19]=[CH:18][CH:17]=[CH:16][CH:15]=3)(=[O:13])=[O:12])[CH:9]=[CH:10][C:3]=12.C([O-])(=O)C.[K+].[B:25]1([B:25]2[O:29][C:28]([CH3:31])([CH3:30])[C:27]([CH3:33])([CH3:32])[O:26]2)[O:29][C:28]([CH3:31])([CH3:30])[C:27]([CH3:33])([CH3:32])[O:26]1. (2) Given the product [F:1][C:2]1[CH:3]=[CH:4][C:5]([N:8]2[C:16]3[CH:15]([CH3:17])[CH2:14][NH:13][CH:12]([CH3:30])[C:11]=3[N:10]=[N:9]2)=[CH:6][CH:7]=1, predict the reactants needed to synthesize it. The reactants are: [F:1][C:2]1[CH:7]=[CH:6][C:5]([N:8]2[C:16]3[CH:15]([CH3:17])[CH2:14][N:13](CC(C4C=CC(OC)=CC=4)(O)C)[CH:12]([CH3:30])[C:11]=3[N:10]=[N:9]2)=[CH:4][CH:3]=1. (3) Given the product [Br:39][C:40]1[C:41]([O:37][CH2:36][C:32]2[CH:33]=[CH:34][CH:35]=[C:30]([C:27]3[CH:28]=[CH:29][C:21]4[O:20][CH2:25][CH2:24][O:23][C:22]=4[CH:26]=3)[C:31]=2[CH3:38])=[CH:42][C:43]([OH:48])=[C:44]([CH:47]=1)[CH:45]=[O:46], predict the reactants needed to synthesize it. The reactants are: C1(P(C2C=CC=CC=2)C2C=CC=CC=2)C=CC=CC=1.[O:20]1[CH2:25][CH2:24][O:23][C:22]2[CH:26]=[C:27]([C:30]3[C:31]([CH3:38])=[C:32]([CH2:36][OH:37])[CH:33]=[CH:34][CH:35]=3)[CH:28]=[CH:29][C:21]1=2.[Br:39][C:40]1[C:41](O)=[CH:42][C:43]([OH:48])=[C:44]([CH:47]=1)[CH:45]=[O:46].N(C(OC(C)C)=O)=NC(OC(C)C)=O. (4) Given the product [NH2:1][N:7]1[CH:11]=[CH:10][N:9]=[C:8]1[C:12]([O:14][CH2:15][CH3:16])=[O:13], predict the reactants needed to synthesize it. The reactants are: [NH2:1]OS(O)(=O)=O.[NH:7]1[CH:11]=[CH:10][N:9]=[C:8]1[C:12]([O:14][CH2:15][CH3:16])=[O:13].C([O-])([O-])=O.[K+].[K+]. (5) Given the product [C:18]([O:22][C:23]([NH:25][C:26]([N:29]([C:30]([C:32]1[C:37]([NH2:38])=[N:36][C:35]([NH2:39])=[C:34]([Cl:40])[N:33]=1)=[O:31])[CH2:15][CH2:14][CH2:13][CH2:12][C:9]1[CH:8]=[CH:7][C:6]([O:5][CH2:4][CH2:3][N:2]([CH3:17])[CH3:1])=[CH:11][CH:10]=1)=[NH:48])=[O:24])([CH3:21])([CH3:20])[CH3:19], predict the reactants needed to synthesize it. The reactants are: [CH3:1][N:2]([CH3:17])[CH2:3][CH2:4][O:5][C:6]1[CH:11]=[CH:10][C:9]([CH2:12][CH2:13][CH2:14][CH2:15]N)=[CH:8][CH:7]=1.[C:18]([O:22][C:23]([NH:25][C:26](=[N:29][C:30]([C:32]1[C:37]([NH2:38])=[N:36][C:35]([NH2:39])=[C:34]([Cl:40])[N:33]=1)=[O:31])SC)=[O:24])([CH3:21])([CH3:20])[CH3:19].C1COCC1.C([N:48](CC)CC)C. (6) Given the product [Cl:1][C:2]1[CH:29]=[C:28]([C:30]2[CH2:35][CH2:34][C:33](=[O:36])[NH:32][N:31]=2)[CH:27]=[CH:26][C:3]=1[O:4][CH2:5][C:6]([NH:8][CH2:9][CH2:10][NH:11][C:12](=[O:25])[CH2:13][C:14]1[CH:19]=[CH:18][C:17]([O:20][CH2:21][C@@H:22]([OH:23])[CH2:24][NH:40][CH:37]([CH3:39])[CH3:38])=[CH:16][CH:15]=1)=[O:7], predict the reactants needed to synthesize it. The reactants are: [Cl:1][C:2]1[CH:29]=[C:28]([C:30]2[CH2:35][CH2:34][C:33](=[O:36])[NH:32][N:31]=2)[CH:27]=[CH:26][C:3]=1[O:4][CH2:5][C:6]([NH:8][CH2:9][CH2:10][NH:11][C:12](=[O:25])[CH2:13][C:14]1[CH:19]=[CH:18][C:17]([O:20][CH2:21][C@@H:22]2[CH2:24][O:23]2)=[CH:16][CH:15]=1)=[O:7].[CH:37]([NH2:40])([CH3:39])[CH3:38]. (7) The reactants are: [CH3:1][O:2][CH:3]1[CH2:8][CH2:7][NH:6][CH2:5][C:4]1([CH3:10])[CH3:9].[Cl:11][C:12]1[N:13]=[C:14](Cl)[C:15]2[CH2:21][N:20]([C@H:22]([C:24]3[CH:29]=[CH:28][CH:27]=[CH:26][CH:25]=3)[CH3:23])[CH2:19][CH2:18][C:16]=2[N:17]=1.CCN(C(C)C)C(C)C.C(O)(C)C. Given the product [Cl:11][C:12]1[N:13]=[C:14]([N:6]2[CH2:7][CH2:8][CH:3]([O:2][CH3:1])[C:4]([CH3:10])([CH3:9])[CH2:5]2)[C:15]2[CH2:21][N:20]([C@H:22]([C:24]3[CH:29]=[CH:28][CH:27]=[CH:26][CH:25]=3)[CH3:23])[CH2:19][CH2:18][C:16]=2[N:17]=1, predict the reactants needed to synthesize it. (8) Given the product [Cl:1][C:2]1[CH:3]=[C:4]([N:13]([CH2:14][CH:15]([CH3:17])[CH3:16])[CH3:18])[C:5]([CH3:12])=[C:6]([CH:11]=1)[C:7]([O:9][CH3:10])=[O:8], predict the reactants needed to synthesize it. The reactants are: [Cl:1][C:2]1[CH:3]=[C:4]([NH:13][CH2:14][CH:15]([CH3:17])[CH3:16])[C:5]([CH3:12])=[C:6]([CH:11]=1)[C:7]([O:9][CH3:10])=[O:8].[C:18](=O)([O-])[O-].[Cs+].[Cs+].CI.